From a dataset of Cav3 T-type calcium channel HTS with 100,875 compounds. Binary Classification. Given a drug SMILES string, predict its activity (active/inactive) in a high-throughput screening assay against a specified biological target. (1) The compound is o1c(nnc1NC(=O)c1ccccc1)c1cc2CCCCc2cc1. The result is 1 (active). (2) The compound is Clc1c(/C=C2/C3N(C(CC3)\C(C2=O)=C\c2c(Cl)cccc2)C)cccc1. The result is 0 (inactive). (3) The molecule is [O-][N+](=O)c1c(Nc2c(N)cccc2)ccnc1. The result is 0 (inactive). (4) The result is 0 (inactive). The molecule is S(CCCOc1ccc(C(C)(C)C)cc1)C(C)C.